This data is from Full USPTO retrosynthesis dataset with 1.9M reactions from patents (1976-2016). The task is: Predict the reactants needed to synthesize the given product. (1) The reactants are: [Br:1][C:2]1[CH:8]=[CH:7][C:5]([NH2:6])=[C:4]([N+:9]([O-])=O)[C:3]=1[F:12].CCO.O.[Cl-].[NH4+]. Given the product [Br:1][C:2]1[C:3]([F:12])=[C:4]([NH2:9])[C:5]([NH2:6])=[CH:7][CH:8]=1, predict the reactants needed to synthesize it. (2) Given the product [Cl:1][C:2]1[CH:27]=[C:26]([Cl:28])[CH:25]=[CH:24][C:3]=1[O:4][C:5]1[CH:10]=[CH:9][CH:8]=[CH:7][C:6]=1[NH:11][S:12]([C:15]1[CH:23]=[CH:22][C:18]([C:19]([NH:30][CH3:29])=[O:20])=[CH:17][CH:16]=1)(=[O:14])=[O:13], predict the reactants needed to synthesize it. The reactants are: [Cl:1][C:2]1[CH:27]=[C:26]([Cl:28])[CH:25]=[CH:24][C:3]=1[O:4][C:5]1[CH:10]=[CH:9][CH:8]=[CH:7][C:6]=1[NH:11][S:12]([C:15]1[CH:23]=[CH:22][C:18]([C:19](O)=[O:20])=[CH:17][CH:16]=1)(=[O:14])=[O:13].[CH3:29][NH2:30]. (3) Given the product [NH:20]1[CH:24]=[CH:23][CH:22]=[C:21]1[CH2:25][N:4]1[CH2:3][CH2:2][N:1]([C:7]2[CH:8]=[CH:9][C:10]3[N:11]([C:13]([C:16]([F:17])([F:18])[F:19])=[N:14][N:15]=3)[N:12]=2)[CH2:6][CH2:5]1, predict the reactants needed to synthesize it. The reactants are: [N:1]1([C:7]2[CH:8]=[CH:9][C:10]3[N:11]([C:13]([C:16]([F:19])([F:18])[F:17])=[N:14][N:15]=3)[N:12]=2)[CH2:6][CH2:5][NH:4][CH2:3][CH2:2]1.[NH:20]1[CH:24]=[CH:23][CH:22]=[C:21]1[CH:25]=O. (4) Given the product [F:1][C:2]1[CH:3]=[CH:4][C:5]([C:8]2[CH:13]=[CH:12][C:11]([C:14]([NH:16][CH2:17][CH2:18][O:19][C:20]3[CH:25]=[CH:24][C:23]([CH2:26][CH:27]([O:33][C:34]4[CH:35]=[CH:36][C:37]([CH:40]([CH3:42])[CH3:41])=[CH:38][CH:39]=4)[C:28]([OH:30])=[O:29])=[CH:22][CH:21]=3)=[O:15])=[CH:10][CH:9]=2)=[CH:6][CH:7]=1, predict the reactants needed to synthesize it. The reactants are: [F:1][C:2]1[CH:7]=[CH:6][C:5]([C:8]2[CH:13]=[CH:12][C:11]([C:14]([NH:16][CH2:17][CH2:18][O:19][C:20]3[CH:25]=[CH:24][C:23]([CH2:26][CH:27]([O:33][C:34]4[CH:39]=[CH:38][C:37]([CH:40]([CH3:42])[CH3:41])=[CH:36][CH:35]=4)[C:28]([O:30]CC)=[O:29])=[CH:22][CH:21]=3)=[O:15])=[CH:10][CH:9]=2)=[CH:4][CH:3]=1.[OH-].[Na+].